This data is from Reaction yield outcomes from USPTO patents with 853,638 reactions. The task is: Predict the reaction yield, written as a fraction of the theoretical maximum amount of product (1.0 means a 100% yield; for example, 0.34 means a 34% yield). (1) The reactants are [C:1]([N:4]1[C:13]2[C:8](=[CH:9][C:10](B3OC(C)(C)C(C)(C)O3)=[CH:11][CH:12]=2)[C@H:7]([NH:23][C:24]2[CH:31]=[CH:30][C:27]([C:28]#[N:29])=[CH:26][N:25]=2)[CH2:6][C@@H:5]1[CH3:32])(=[O:3])[CH3:2].Br[C:34]1[CH:43]=[CH:42][C:37]([C:38]([O:40][CH3:41])=[O:39])=[CH:36][N:35]=1.[C:44](=O)([O-])[O-].[K+].[K+].C1(C)C=CC=CC=1. The catalyst is C1C=CC([P]([Pd]([P](C2C=CC=CC=2)(C2C=CC=CC=2)C2C=CC=CC=2)([P](C2C=CC=CC=2)(C2C=CC=CC=2)C2C=CC=CC=2)[P](C2C=CC=CC=2)(C2C=CC=CC=2)C2C=CC=CC=2)(C2C=CC=CC=2)C2C=CC=CC=2)=CC=1.C(O)C. The product is [C:1]([N:4]1[C:13]2[C:8](=[CH:9][C:10]([C:34]3[CH:43]=[CH:42][C:37]([C:38]([O:40][CH2:41][CH3:44])=[O:39])=[CH:36][N:35]=3)=[CH:11][CH:12]=2)[C@H:7]([NH:23][C:24]2[CH:31]=[CH:30][C:27]([C:28]#[N:29])=[CH:26][N:25]=2)[CH2:6][C@@H:5]1[CH3:32])(=[O:3])[CH3:2]. The yield is 0.712. (2) The reactants are [CH2:1]([N:8]([CH3:12])[CH2:9][CH2:10][OH:11])[C:2]1[CH:7]=[CH:6][CH:5]=[CH:4][CH:3]=1.C(N(CC)CC)C.[C:20](OC(=O)C)(=[O:22])[CH3:21].C(Cl)Cl. The catalyst is CN(C)C1C=CN=CC=1.CC(OC)(C)C. The product is [C:20]([O:11][CH2:10][CH2:9][N:8]([CH2:1][C:2]1[CH:7]=[CH:6][CH:5]=[CH:4][CH:3]=1)[CH3:12])(=[O:22])[CH3:21]. The yield is 0.870. (3) The reactants are Br[C:2]1[CH:3]=[C:4]([CH:7]=[O:8])[O:5][CH:6]=1.C(NC(C)C)(C)C.[C:16]1([C:22]#[CH:23])[CH:21]=[CH:20][CH:19]=[CH:18][CH:17]=1. The catalyst is O1CCOCC1.C1C=CC(C#N)=CC=1.C1C=CC(C#N)=CC=1.Cl[Pd]Cl.[Cu]I. The product is [C:16]1([C:22]#[C:23][C:2]2[CH:3]=[C:4]([CH:7]=[O:8])[O:5][CH:6]=2)[CH:21]=[CH:20][CH:19]=[CH:18][CH:17]=1. The yield is 0.920.